This data is from Peptide-MHC class II binding affinity with 134,281 pairs from IEDB. The task is: Regression. Given a peptide amino acid sequence and an MHC pseudo amino acid sequence, predict their binding affinity value. This is MHC class II binding data. (1) The binding affinity (normalized) is 0.597. The peptide sequence is HGLDVKFHTQAFSAH. The MHC is HLA-DQA10201-DQB10303 with pseudo-sequence HLA-DQA10201-DQB10303. (2) The binding affinity (normalized) is 0.680. The MHC is HLA-DPA10201-DPB10501 with pseudo-sequence HLA-DPA10201-DPB10501. The peptide sequence is ERKYFAATQFEPLAA. (3) The peptide sequence is KGILGFVFTLTVPSE. The MHC is DRB4_0101 with pseudo-sequence DRB4_0103. The binding affinity (normalized) is 0.432. (4) The peptide sequence is EKSYFAATQFEPLAA. The MHC is HLA-DQA10501-DQB10301 with pseudo-sequence HLA-DQA10501-DQB10301. The binding affinity (normalized) is 0.310. (5) The peptide sequence is GEIQIVDKIDAAFKI. The MHC is DRB3_0101 with pseudo-sequence DRB3_0101. The binding affinity (normalized) is 0.827. (6) The peptide sequence is PADKYKTLEAAFTVS. The MHC is DRB1_1001 with pseudo-sequence DRB1_1001. The binding affinity (normalized) is 0.276. (7) The peptide sequence is TLWQRPIVTIKIGGQLKEAL. The MHC is DRB1_0901 with pseudo-sequence DRB1_0901. The binding affinity (normalized) is 0.568. (8) The peptide sequence is KNWMTETLLVQNANPDCKTI. The MHC is HLA-DQA10301-DQB10302 with pseudo-sequence HLA-DQA10301-DQB10302. The binding affinity (normalized) is 0.0864. (9) The peptide sequence is EEPDDIDCWCYGVEN. The MHC is HLA-DQA10501-DQB10302 with pseudo-sequence HLA-DQA10501-DQB10302. The binding affinity (normalized) is 0.243. (10) The peptide sequence is GELQIEDKIDAAFKI. The MHC is DRB1_0802 with pseudo-sequence DRB1_0802. The binding affinity (normalized) is 0.483.